This data is from Catalyst prediction with 721,799 reactions and 888 catalyst types from USPTO. The task is: Predict which catalyst facilitates the given reaction. (1) Reactant: [C:1]([C:4]1[C:5]([O:25][CH2:26][C:27](=[O:32])[C:28]([CH3:31])([CH3:30])[CH3:29])=[N:6][C:7]([C:17]2[CH:22]=[CH:21][C:20]([Br:23])=[CH:19][C:18]=2[Cl:24])=[C:8]([C:10]2[CH:15]=[CH:14][C:13]([Cl:16])=[CH:12][CH:11]=2)[CH:9]=1)(=O)[CH3:2].C1CCN2C(=NCCC2)CC1. Product: [Br:23][C:20]1[CH:21]=[CH:22][C:17]([C:7]2[N:6]=[C:5]3[O:25][C:26]([C:27](=[O:32])[C:28]([CH3:30])([CH3:31])[CH3:29])=[C:1]([CH3:2])[C:4]3=[CH:9][C:8]=2[C:10]2[CH:11]=[CH:12][C:13]([Cl:16])=[CH:14][CH:15]=2)=[C:18]([Cl:24])[CH:19]=1. The catalyst class is: 3. (2) Reactant: Cl[CH2:2][CH2:3][CH2:4][NH:5][C:6]([C:8]1[CH:9]=[N:10][N:11]2[CH:16]=[CH:15][C:14]([N:17]3[C@@H:21]([C:22]4[C:23](=[O:29])[NH:24][CH:25]=[C:26]([F:28])[CH:27]=4)[CH2:20][O:19][C:18]3=[O:30])=[N:13][C:12]=12)=[O:7].C(=O)([O-])[O-].[Cs+].[Cs+].O. Product: [F:28][C:26]1[CH:25]=[N:24][C:23]2[O:29][CH2:2][CH2:3][CH2:4][NH:5][C:6](=[O:7])[C:8]3=[C:12]4[N:13]=[C:14]([CH:15]=[CH:16][N:11]4[N:10]=[CH:9]3)[N:17]3[C@H:21]([CH2:20][O:19][C:18]3=[O:30])[C:22]=2[CH:27]=1. The catalyst class is: 3.